This data is from Peptide-MHC class I binding affinity with 185,985 pairs from IEDB/IMGT. The task is: Regression. Given a peptide amino acid sequence and an MHC pseudo amino acid sequence, predict their binding affinity value. This is MHC class I binding data. (1) The peptide sequence is RYDDGQSIY. The MHC is HLA-A02:01 with pseudo-sequence HLA-A02:01. The binding affinity (normalized) is 0.0847. (2) The peptide sequence is FTLSFGNST. The MHC is HLA-B58:01 with pseudo-sequence HLA-B58:01. The binding affinity (normalized) is 0.0847.